Dataset: Forward reaction prediction with 1.9M reactions from USPTO patents (1976-2016). Task: Predict the product of the given reaction. (1) The product is: [S:32]1[CH:33]=[C:29]([C:27]([NH:26][C:22]2[C:23]([Cl:25])=[CH:24][C:19]([CH2:18][C:17]([N:13]3[CH2:14][CH2:15][CH2:16][C@H:12]3[C:9]3[N:10]=[N:11][N:7]([CH2:6][CH2:5][C:4]([OH:40])=[O:3])[N:8]=3)=[O:39])=[C:20]([F:38])[CH:21]=2)=[O:28])[C:30]2[CH:37]=[CH:36][CH:35]=[CH:34][C:31]1=2. Given the reactants C([O:3][C:4](=[O:40])[CH2:5][CH2:6][N:7]1[N:11]=[N:10][C:9]([C@@H:12]2[CH2:16][CH2:15][CH2:14][N:13]2[C:17](=[O:39])[CH2:18][C:19]2[CH:24]=[C:23]([Cl:25])[C:22]([NH:26][C:27]([C:29]3[C:30]4[CH:37]=[CH:36][CH:35]=[CH:34][C:31]=4[S:32][CH:33]=3)=[O:28])=[CH:21][C:20]=2[F:38])=[N:8]1)C.[OH-].[Na+].Cl, predict the reaction product. (2) Given the reactants [S:1]1[C:5]2[CH:6]=[CH:7][CH:8]=[CH:9][C:4]=2[N:3]=[C:2]1[NH:10][C:11]([N:13]1[CH2:18][CH2:17][O:16][C:15]2[CH:19]=[CH:20][C:21]([C:23]3[S:24][C:25]([N:33]([CH3:43])[CH2:34][CH2:35][O:36][C:37]4[CH:42]=[CH:41][CH:40]=[CH:39][CH:38]=4)=[C:26]([C:28]([O:30]CC)=[O:29])[N:27]=3)=[CH:22][C:14]1=2)=[O:12].[OH-].[K+].CO, predict the reaction product. The product is: [S:1]1[C:5]2[CH:6]=[CH:7][CH:8]=[CH:9][C:4]=2[N:3]=[C:2]1[NH:10][C:11]([N:13]1[CH2:18][CH2:17][O:16][C:15]2[CH:19]=[CH:20][C:21]([C:23]3[S:24][C:25]([N:33]([CH3:43])[CH2:34][CH2:35][O:36][C:37]4[CH:38]=[CH:39][CH:40]=[CH:41][CH:42]=4)=[C:26]([C:28]([OH:30])=[O:29])[N:27]=3)=[CH:22][C:14]1=2)=[O:12]. (3) The product is: [NH2:19][C:16]1[CH:17]=[CH:18][C:13]2[O:12][C:11]3[C:6]([O:5][CH:4]([F:3])[F:32])=[CH:7][CH:8]=[C:9]([C:22]4[O:23][CH:24]=[C:25]([C:27]([O:29][CH2:30][CH3:31])=[O:28])[N:26]=4)[C:10]=3[C:14]=2[CH:15]=1. Given the reactants CO.[F:3][CH:4]([F:32])[O:5][C:6]1[C:11]2[O:12][C:13]3[CH:18]=[CH:17][C:16]([N+:19]([O-])=O)=[CH:15][C:14]=3[C:10]=2[C:9]([C:22]2[O:23][CH:24]=[C:25]([C:27]([O:29][CH2:30][CH3:31])=[O:28])[N:26]=2)=[CH:8][CH:7]=1.[H][H], predict the reaction product. (4) The product is: [NH2:18][C:3]1[CH:4]=[C:5]([NH:8][C:9]([C@H:11]2[CH2:16][CH2:15][CH2:14][CH2:13][N:12]2[CH3:17])=[O:10])[CH:6]=[CH:7][C:2]=1[NH2:1]. Given the reactants [NH2:1][C:2]1[CH:7]=[CH:6][C:5]([NH:8][C:9]([C@H:11]2[CH2:16][CH2:15][CH2:14][CH2:13][N:12]2[CH3:17])=[O:10])=[CH:4][C:3]=1[N+:18]([O-])=O, predict the reaction product. (5) Given the reactants [Cl:1][C:2]1[CH:3]=[C:4]([C:9]2([C:15]([OH:17])=O)[CH2:14][CH2:13][CH2:12][CH2:11][CH2:10]2)[CH:5]=[CH:6][C:7]=1[Cl:8].[CH2:18]([NH:20][CH2:21][CH3:22])[CH3:19], predict the reaction product. The product is: [Cl:1][C:2]1[CH:3]=[C:4]([C:9]2([C:15]([N:20]([CH2:21][CH3:22])[CH2:18][CH3:19])=[O:17])[CH2:10][CH2:11][CH2:12][CH2:13][CH2:14]2)[CH:5]=[CH:6][C:7]=1[Cl:8]. (6) Given the reactants [O:1]([CH2:8][CH2:9][CH2:10]Br)[C:2]1[CH:7]=[CH:6][CH:5]=[CH:4][CH:3]=1.C([O-])([O-])=O.[K+].[K+].[C:18]([O:22][C:23](=[O:48])[CH2:24][N:25]1[C:29]2[CH:30]=[CH:31][C:32]([NH:34][S:35]([C:38]3[CH:43]=[CH:42][C:41]([F:44])=[CH:40][CH:39]=3)(=[O:37])=[O:36])=[CH:33][C:28]=2[N:27]=[C:26]1[CH2:45][CH2:46][CH3:47])([CH3:21])([CH3:20])[CH3:19], predict the reaction product. The product is: [C:18]([O:22][C:23](=[O:48])[CH2:24][N:25]1[C:29]2[CH:30]=[CH:31][C:32]([N:34]([S:35]([C:38]3[CH:39]=[CH:40][C:41]([F:44])=[CH:42][CH:43]=3)(=[O:36])=[O:37])[CH2:10][CH2:9][CH2:8][O:1][C:2]3[CH:7]=[CH:6][CH:5]=[CH:4][CH:3]=3)=[CH:33][C:28]=2[N:27]=[C:26]1[CH2:45][CH2:46][CH3:47])([CH3:21])([CH3:20])[CH3:19]. (7) Given the reactants [NH:1]1[CH:5]=[CH:4][C:3]([O:6][CH2:7][C:8]2[C:13]([CH3:14])=[CH:12][CH:11]=[CH:10][C:9]=2[N:15]2[C:19](=[O:20])[N:18]([CH3:21])[N:17]=[N:16]2)=[N:2]1.[CH3:22][C:23]1[N:28]=[C:27]([O:29][CH3:30])[C:26](B(O)O)=[CH:25][CH:24]=1.N1C=CC=CC=1, predict the reaction product. The product is: [CH3:22][C:23]1[N:28]=[C:27]([O:29][CH3:30])[C:26]([N:1]2[CH:5]=[CH:4][C:3]([O:6][CH2:7][C:8]3[C:13]([CH3:14])=[CH:12][CH:11]=[CH:10][C:9]=3[N:15]3[C:19](=[O:20])[N:18]([CH3:21])[N:17]=[N:16]3)=[N:2]2)=[CH:25][CH:24]=1.